This data is from Forward reaction prediction with 1.9M reactions from USPTO patents (1976-2016). The task is: Predict the product of the given reaction. (1) Given the reactants [C:1]([O:5][C:6]([N:8]1[CH2:13][CH2:12][N:11]([C:14]2[CH:19]=[C:18]([NH2:20])[C:17]([NH2:21])=[CH:16][C:15]=2[C:22](=[O:33])[NH:23][C:24]2[CH:32]=[CH:31][C:27]3[N:28]=[CH:29][S:30][C:26]=3[CH:25]=2)[CH2:10][CH2:9]1)=[O:7])([CH3:4])([CH3:3])[CH3:2].[N:34]([C:37]1[C:42]([CH3:43])=[CH:41][CH:40]=[CH:39][N:38]=1)=[C:35]=S, predict the reaction product. The product is: [C:1]([O:5][C:6]([N:8]1[CH2:13][CH2:12][N:11]([C:14]2[C:15]([C:22](=[O:33])[NH:23][C:24]3[CH:32]=[CH:31][C:27]4[N:28]=[CH:29][S:30][C:26]=4[CH:25]=3)=[CH:16][C:17]3[N:21]=[C:35]([NH:34][C:37]4[C:42]([CH3:43])=[CH:41][CH:40]=[CH:39][N:38]=4)[NH:20][C:18]=3[CH:19]=2)[CH2:10][CH2:9]1)=[O:7])([CH3:4])([CH3:2])[CH3:3]. (2) Given the reactants [NH2:1][C@@H:2]([CH:11]([CH3:13])[CH3:12])[C:3]([N:5]1[CH2:10][CH2:9][O:8][CH2:7][CH2:6]1)=[O:4].S=[C:15]1[CH2:19][S:18][C:17](=[O:20])[NH:16]1, predict the reaction product. The product is: [CH3:12][CH:11]([CH3:13])[C@H:2]([NH:1][C:15]1[CH2:19][S:18][C:17](=[O:20])[N:16]=1)[C:3]([N:5]1[CH2:6][CH2:7][O:8][CH2:9][CH2:10]1)=[O:4]. (3) Given the reactants I[C:2]1[CH:7]=[CH:6][CH:5]=[CH:4][C:3]=1[CH2:8][NH2:9].[C:10]([CH2:12][C:13]([O:15][C:16]([CH3:19])([CH3:18])[CH3:17])=[O:14])#[N:11].C(N(C(C)C)CC)(C)C.N, predict the reaction product. The product is: [NH2:11][C:10]1[N:9]=[CH:8][C:3]2[C:2]([C:12]=1[C:13]([O:15][C:16]([CH3:19])([CH3:18])[CH3:17])=[O:14])=[CH:7][CH:6]=[CH:5][CH:4]=2. (4) Given the reactants [CH2:1]([O:8][CH:9]1[CH2:14][CH2:13][CH:12]([O:15][C:16]2[CH:21]=[CH:20][C:19](Br)=[CH:18][C:17]=2[F:23])[CH2:11][CH2:10]1)[C:2]1[CH:7]=[CH:6][CH:5]=[CH:4][CH:3]=1.[CH3:24][S:25]([C:28]1[CH:33]=[CH:32][C:31](B(O)O)=[CH:30][CH:29]=1)(=[O:27])=[O:26].C([O-])([O-])=O.[Na+].[Na+], predict the reaction product. The product is: [CH2:1]([O:8][CH:9]1[CH2:14][CH2:13][CH:12]([O:15][C:16]2[CH:21]=[CH:20][C:19]([C:31]3[CH:32]=[CH:33][C:28]([S:25]([CH3:24])(=[O:27])=[O:26])=[CH:29][CH:30]=3)=[CH:18][C:17]=2[F:23])[CH2:11][CH2:10]1)[C:2]1[CH:7]=[CH:6][CH:5]=[CH:4][CH:3]=1. (5) Given the reactants [NH:1]1[C:9]2[C:4](=[CH:5][CH:6]=[CH:7][CH:8]=2)[CH2:3][C:2]1=[O:10].[I:11][C:12]1[C:20]2[C:15](=[CH:16][C:17]([CH:21]=O)=[CH:18][CH:19]=2)[N:14]([CH2:23][O:24][CH2:25][CH2:26][Si:27]([CH3:30])([CH3:29])[CH3:28])[N:13]=1.N1CCCCC1, predict the reaction product. The product is: [I:11][C:12]1[C:20]2[C:15](=[CH:16][C:17](/[CH:21]=[C:3]3/[C:2](=[O:10])[NH:1][C:9]4[C:4]/3=[CH:5][CH:6]=[CH:7][CH:8]=4)=[CH:18][CH:19]=2)[N:14]([CH2:23][O:24][CH2:25][CH2:26][Si:27]([CH3:28])([CH3:30])[CH3:29])[N:13]=1. (6) The product is: [F:13][C:14]([F:18])([CH3:17])[CH2:15][NH:16][C:2]1[N:3]=[CH:4][C:5]([F:11])=[CH:6][C:7]=1[C:8]([OH:10])=[O:9]. Given the reactants Cl[C:2]1[C:7]([C:8]([OH:10])=[O:9])=[CH:6][C:5]([F:11])=[CH:4][N:3]=1.Cl.[F:13][C:14]([F:18])([CH3:17])[CH2:15][NH2:16].C(=O)([O-])[O-].[K+].[K+].CN(C=O)C, predict the reaction product. (7) Given the reactants [F:1][C:2]1[CH:7]=[CH:6][C:5]([CH:8]([C:20]2[CH:25]=[CH:24][C:23]([F:26])=[CH:22][CH:21]=2)[CH2:9][CH2:10][CH2:11][N:12]2[CH2:17][CH2:16][C:15](O)(O)[CH2:14][CH2:13]2)=[CH:4][CH:3]=1.Cl.[F:28][C:29]([F:40])([F:39])[C:30]1[CH:31]=[C:32]([CH:36]=[CH:37][CH:38]=1)[CH2:33][O:34][NH2:35].C([O-])(=O)C.[Na+], predict the reaction product. The product is: [F:28][C:29]([F:39])([F:40])[C:30]1[CH:31]=[C:32]([CH:36]=[CH:37][CH:38]=1)[CH2:33][O:34][N:35]=[C:15]1[CH2:16][CH2:17][N:12]([CH2:11][CH2:10][CH2:9][CH:8]([C:20]2[CH:25]=[CH:24][C:23]([F:26])=[CH:22][CH:21]=2)[C:5]2[CH:6]=[CH:7][C:2]([F:1])=[CH:3][CH:4]=2)[CH2:13][CH2:14]1. (8) Given the reactants [CH3:1][C:2]1[CH:10]=[CH:9][C:8]([N:11]([CH3:20])[S:12]([C:15]2[S:16][CH:17]=[CH:18][CH:19]=2)(=[O:14])=[O:13])=[C:7]2[C:3]=1[CH:4]=[C:5]([C:21](=[S:23])[NH2:22])[NH:6]2.Br[CH2:25][C:26](=O)[C:27]([O:29][CH2:30][CH3:31])=[O:28].CN(C)C(=O)C, predict the reaction product. The product is: [CH3:1][C:2]1[CH:10]=[CH:9][C:8]([N:11]([CH3:20])[S:12]([C:15]2[S:16][CH:17]=[CH:18][CH:19]=2)(=[O:14])=[O:13])=[C:7]2[C:3]=1[CH:4]=[C:5]([C:21]1[S:23][CH:25]=[C:26]([C:27]([O:29][CH2:30][CH3:31])=[O:28])[N:22]=1)[NH:6]2.